Dataset: Full USPTO retrosynthesis dataset with 1.9M reactions from patents (1976-2016). Task: Predict the reactants needed to synthesize the given product. Given the product [OH:1][C:2]1[C:3]([C:11]2([CH2:32][OH:33])[C:19]3[C:14](=[CH:15][CH:16]=[CH:17][CH:18]=3)[N:13]([CH2:20][C:21]3[CH:30]=[CH:29][CH:28]=[CH:27][C:22]=3[C:23]([O:25][CH3:26])=[O:24])[C:12]2=[O:31])=[CH:4][C:5]2[O:9][CH2:8][O:7][C:6]=2[CH:10]=1, predict the reactants needed to synthesize it. The reactants are: [OH:1][C:2]1[C:3]([CH:11]2[C:19]3[C:14](=[CH:15][CH:16]=[CH:17][CH:18]=3)[N:13]([CH2:20][C:21]3[CH:30]=[CH:29][CH:28]=[CH:27][C:22]=3[C:23]([O:25][CH3:26])=[O:24])[C:12]2=[O:31])=[CH:4][C:5]2[O:9][CH2:8][O:7][C:6]=2[CH:10]=1.[CH2:32]=[O:33].C([N-]C(C)C)(C)C.[Li+].